From a dataset of Forward reaction prediction with 1.9M reactions from USPTO patents (1976-2016). Predict the product of the given reaction. (1) Given the reactants CO[C:3]([C:5]1[CH:6]=[C:7]([CH:15]2[CH2:20][CH2:19][O:18][CH2:17][CH2:16]2)[N:8]2[C:13]=1[C:12]([Cl:14])=[CH:11][CH:10]=[CH:9]2)=[O:4].[NH2:21][CH2:22][C@@:23]1([OH:30])[CH2:28][CH2:27][CH2:26][C@@H:25]([CH3:29])[CH2:24]1.N12CCN(CC1)CC2.C[Al](C)C, predict the reaction product. The product is: [Cl:14][C:12]1[C:13]2[N:8]([C:7]([CH:15]3[CH2:16][CH2:17][O:18][CH2:19][CH2:20]3)=[CH:6][C:5]=2[C:3]([NH:21][CH2:22][C@@:23]2([OH:30])[CH2:28][CH2:27][CH2:26][C@@H:25]([CH3:29])[CH2:24]2)=[O:4])[CH:9]=[CH:10][CH:11]=1. (2) Given the reactants [CH2:1]([O:8][C:9]1[CH:10]=[CH:11][C:12]([CH2:15][CH:16]([NH:33][C:34]([O:36][C:37]([CH3:40])([CH3:39])[CH3:38])=[O:35])[C:17]([NH:19][C:20]2[CH:25]=[CH:24][C:23]([CH2:26][CH2:27][CH2:28][C:29]([O:31]C)=[O:30])=[CH:22][CH:21]=2)=[O:18])=[N:13][CH:14]=1)[C:2]1[CH:7]=[CH:6][CH:5]=[CH:4][CH:3]=1.[OH-].[Li+], predict the reaction product. The product is: [CH2:1]([O:8][C:9]1[CH:10]=[CH:11][C:12]([CH2:15][C@@H:16]([NH:33][C:34]([O:36][C:37]([CH3:40])([CH3:39])[CH3:38])=[O:35])[C:17]([NH:19][C:20]2[CH:21]=[CH:22][C:23]([CH2:26][CH2:27][CH2:28][C:29]([OH:31])=[O:30])=[CH:24][CH:25]=2)=[O:18])=[N:13][CH:14]=1)[C:2]1[CH:3]=[CH:4][CH:5]=[CH:6][CH:7]=1. (3) Given the reactants CC1C=CC(S(O[CH2:12][CH:13]2[CH2:17][C:16]3[CH:18]=[CH:19][CH:20]=[C:21]([C:22]4[CH:27]=[CH:26][CH:25]=[C:24]([CH3:28])[C:23]=4[CH3:29])[C:15]=3[O:14]2)(=O)=O)=CC=1.[CH3:30][NH2:31], predict the reaction product. The product is: [CH3:30][NH:31][CH2:12][CH:13]1[CH2:17][C:16]2[CH:18]=[CH:19][CH:20]=[C:21]([C:22]3[CH:27]=[CH:26][CH:25]=[C:24]([CH3:28])[C:23]=3[CH3:29])[C:15]=2[O:14]1. (4) Given the reactants [NH:1]([C:10]([O:12][CH2:13][CH:14]1[C:26]2[C:21](=[CH:22][CH:23]=[CH:24][CH:25]=2)[C:20]2[C:15]1=[CH:16][CH:17]=[CH:18][CH:19]=2)=[O:11])[CH2:2][CH2:3][CH2:4][CH2:5][CH2:6][C:7](O)=[O:8].C1C=CC2N(O)N=NC=2C=1.CN(C(ON1N=NC2C=CC=CC1=2)=[N+](C)C)C.F[P-](F)(F)(F)(F)F.C(N(C(C)C)CC)(C)C.[C:70]([O:74][C:75]([CH3:78])([CH3:77])[CH3:76])(=[O:73])[NH:71][NH2:72], predict the reaction product. The product is: [C:75]([O:74][C:70]([NH:71][NH:72][C:7](=[O:8])[CH2:6][CH2:5][CH2:4][CH2:3][CH2:2][NH:1][C:10]([O:12][CH2:13][CH:14]1[C:26]2[CH:25]=[CH:24][CH:23]=[CH:22][C:21]=2[C:20]2[C:15]1=[CH:16][CH:17]=[CH:18][CH:19]=2)=[O:11])=[O:73])([CH3:78])([CH3:77])[CH3:76]. (5) Given the reactants Br.[NH2:2][C:3]1[NH:7][N:6]=[C:5]([CH3:8])[C:4]=1[Br:9].[C:10]([CH:13]1[CH2:18][CH2:17][O:16][C:14]1=[O:15])(=O)[CH3:11], predict the reaction product. The product is: [Br:9][C:4]1[C:5]([CH3:8])=[N:6][N:7]2[C:14]([OH:15])=[C:13]([CH2:18][CH2:17][OH:16])[C:10]([CH3:11])=[N:2][C:3]=12. (6) Given the reactants [NH2:1][CH2:2][C@@H:3]1[C@H:8]([CH3:9])[CH2:7][CH2:6][CH2:5][N:4]1[C:10]([C:12]1[CH:17]=[C:16]([F:18])[C:15]([F:19])=[CH:14][C:13]=1[C:20]1[N:25]=[CH:24][CH:23]=[CH:22][N:21]=1)=[O:11].Cl[C:27]1[N:32]=[CH:31][C:30]([Cl:33])=[CH:29][N:28]=1, predict the reaction product. The product is: [Cl:33][C:30]1[CH:29]=[N:28][C:27]([NH:1][CH2:2][C@@H:3]2[C@H:8]([CH3:9])[CH2:7][CH2:6][CH2:5][N:4]2[C:10]([C:12]2[CH:17]=[C:16]([F:18])[C:15]([F:19])=[CH:14][C:13]=2[C:20]2[N:21]=[CH:22][CH:23]=[CH:24][N:25]=2)=[O:11])=[N:32][CH:31]=1. (7) Given the reactants [CH3:1][N:2]1[CH2:15][CH2:14][C:5]2[NH:6][C:7]3[CH:8]=[CH:9][C:10]([CH3:13])=[CH:11][C:12]=3[C:4]=2[CH2:3]1.[F:16][C:17]([F:27])([F:26])[C:18]1[CH:19]=[N:20][CH:21]=[C:22]([CH:24]=[CH2:25])[CH:23]=1.O, predict the reaction product. The product is: [CH3:1][N:2]1[CH2:15][CH2:14][C:5]2[N:6]([CH2:25][CH2:24][C:22]3[CH:21]=[N:20][CH:19]=[C:18]([C:17]([F:27])([F:16])[F:26])[CH:23]=3)[C:7]3[CH:8]=[CH:9][C:10]([CH3:13])=[CH:11][C:12]=3[C:4]=2[CH2:3]1.